This data is from Peptide-MHC class II binding affinity with 134,281 pairs from IEDB. The task is: Regression. Given a peptide amino acid sequence and an MHC pseudo amino acid sequence, predict their binding affinity value. This is MHC class II binding data. (1) The peptide sequence is KIVSLIKNLLVALKD. The MHC is DRB1_0101 with pseudo-sequence DRB1_0101. The binding affinity (normalized) is 0.630. (2) The peptide sequence is ASAIVNFVSKVMIGS. The MHC is DRB1_0404 with pseudo-sequence DRB1_0404. The binding affinity (normalized) is 0.355. (3) The peptide sequence is INELIASGSEKLASV. The MHC is HLA-DPA10201-DPB10501 with pseudo-sequence HLA-DPA10201-DPB10501. The binding affinity (normalized) is 0.464. (4) The peptide sequence is INEPTAAAPAYGLDR. The MHC is HLA-DQA10501-DQB10301 with pseudo-sequence HLA-DQA10501-DQB10301. The binding affinity (normalized) is 0.178. (5) The peptide sequence is LSFAAALNGLAGPLH. The binding affinity (normalized) is 0.640. The MHC is DRB1_0701 with pseudo-sequence DRB1_0701.